From a dataset of Forward reaction prediction with 1.9M reactions from USPTO patents (1976-2016). Predict the product of the given reaction. The product is: [F:1][C:2]1[CH:12]=[CH:11][C:5]([C:6]2[O:7][CH2:13][C:9](=[O:10])[N:8]=2)=[CH:4][CH:3]=1. Given the reactants [F:1][C:2]1[CH:12]=[CH:11][C:5]([C:6]([N:8]=[C:9]=[O:10])=[O:7])=[CH:4][CH:3]=1.[CH3:13][Si](C=[N+]=[N-])(C)C, predict the reaction product.